This data is from Catalyst prediction with 721,799 reactions and 888 catalyst types from USPTO. The task is: Predict which catalyst facilitates the given reaction. (1) Reactant: C(=O)([O-])O.[Na+].[CH2:6]([O:11][C:12]1[C@@H:17]([C@H:18]([CH2:20][OH:21])[OH:19])[O:16][C:14](=[O:15])[C:13]=1[OH:22])[CH:7]([CH2:9][OH:10])[OH:8].[CH2:23](Br)[C:24]1[CH:29]=[CH:28][CH:27]=[CH:26][CH:25]=1. Product: [CH2:6]([O:11][C:12]1[C@@H:17]([C@H:18]([CH2:20][OH:21])[OH:19])[O:16][C:14](=[O:15])[C:13]=1[O:22][CH2:23][C:24]1[CH:29]=[CH:28][CH:27]=[CH:26][CH:25]=1)[CH:7]([CH2:9][OH:10])[OH:8]. The catalyst class is: 6. (2) Reactant: [OH:1][N:2]1[C:6](=[O:7])[CH2:5][CH2:4][C:3]1=[O:8].[N:9]([CH2:12][CH2:13][C:14](O)=[O:15])=[N+:10]=[N-:11].CO. Product: [C:6]1(=[O:7])[N:2]([O:1][C:14](=[O:15])[CH2:13][CH2:12][N:9]=[N+:10]=[N-:11])[C:3](=[O:8])[CH2:4][CH2:5]1. The catalyst class is: 2. (3) Reactant: [C:1]([NH:11][C@@H:12]([C:17]([OH:19])=[O:18])[CH2:13][CH2:14][S:15][CH3:16])([O:3][CH2:4][C:5]1[CH:10]=[CH:9][CH:8]=[CH:7][CH:6]=1)=[O:2].C1C=C2N=NN(O)C2=CC=1.O.F[P-](F)(F)(F)(F)F.N1(OC(N(C)C)=[N+](C)C)C2C=CC=CC=2N=N1.C(N(CC)CC)C.[Cl:62][C:63]1[CH:69]=[CH:68][C:66]([NH2:67])=[CH:65][CH:64]=1. Product: [Cl:62][C:63]1[CH:69]=[CH:68][C:66]([NH:67][C:17](=[O:19])[C@H:12]([NH:11][C:1]([O:3][CH2:4][C:5]2[CH:6]=[CH:7][CH:8]=[CH:9][CH:10]=2)=[O:2])[CH2:13][CH2:14][S:15][CH3:16])=[CH:65][CH:64]=1.[NH2:11][C@H:12]([C:17]([OH:19])=[O:18])[CH2:13][CH2:14][S:15][CH3:16]. The catalyst class is: 630.